This data is from Blood-brain barrier permeability classification from the B3DB database. The task is: Regression/Classification. Given a drug SMILES string, predict its absorption, distribution, metabolism, or excretion properties. Task type varies by dataset: regression for continuous measurements (e.g., permeability, clearance, half-life) or binary classification for categorical outcomes (e.g., BBB penetration, CYP inhibition). Dataset: b3db_classification. (1) The compound is CC(=O)NCCn1c(C)cc(C=O)c1C. The result is 1 (penetrates BBB). (2) The compound is CC[C@H]1OC(=O)[C@H](C)[C@@H](O[C@H]2C[C@@](C)(OC)[C@@H](O)[C@H](C)O2)[C@H](C)[C@@H](O[C@@H]2O[C@H](C)C[C@H](N(C)C)[C@H]2O)[C@](C)(O)C[C@@H](C)CN(C)[C@H](C)[C@@H](O)[C@]1(C)O. The result is 0 (does not penetrate BBB). (3) The drug is CN[C@@H]1[C@H](O[C@H]2[C@H](O[C@@H]3[C@@H](N=C(N)N)[C@H](O)[C@@H](N=C(N)N)[C@H](O)[C@H]3O)O[C@@H](C)[C@]2(O)C=O)O[C@@H](CO)[C@H](O)[C@H]1O. The result is 0 (does not penetrate BBB). (4) The drug is CCC(=O)OC1(C(=O)COC(C)=O)CCC2C3CCC4=CC(=O)CCC4(C)C3C(O)CC21C. The result is 1 (penetrates BBB). (5) The drug is CC(=O)NCCCC(NC(C)=O)C(=O)O. The result is 1 (penetrates BBB). (6) The compound is COc1ccc(-c2cc(NCCO)c3ccccc3n2)cc1. The result is 1 (penetrates BBB). (7) The molecule is C[C@@H](CN1CCN(CCOCCO)CC1)CN1c2ccccc2Sc2ccccc21. The result is 1 (penetrates BBB). (8) The result is 1 (penetrates BBB). The molecule is CC(C)(C)OC(=O)N[C@@]1(CN)[C@H](c2ccccc2)[C@@H]1S(=O)(=O)c1ccc(Cl)cc1. (9) The result is 0 (does not penetrate BBB). The molecule is COc1ccc(OC)c(Cc2cnc3nc(N)nc(N)c3c2C)c1. (10) The molecule is CN1CCN(C2=Nc3cscc3C(=CC#N)c3cscc32)CC1. The result is 1 (penetrates BBB).